This data is from Forward reaction prediction with 1.9M reactions from USPTO patents (1976-2016). The task is: Predict the product of the given reaction. (1) Given the reactants C(OC([NH:8][C:9]1[C:17]2[C:12](=[C:13]([F:33])[C:14]([O:30][CH2:31][CH3:32])=[C:15]([NH:18][C:19]([NH:21][CH2:22][C:23]3[CH:28]=[CH:27][CH:26]=[C:25]([F:29])[CH:24]=3)=[O:20])[CH:16]=2)[N:11](C(OC(C)(C)C)=O)[N:10]=1)=O)(C)(C)C.Cl.O1CCOCC1, predict the reaction product. The product is: [NH2:8][C:9]1[C:17]2[C:12](=[C:13]([F:33])[C:14]([O:30][CH2:31][CH3:32])=[C:15]([NH:18][C:19]([NH:21][CH2:22][C:23]3[CH:28]=[CH:27][CH:26]=[C:25]([F:29])[CH:24]=3)=[O:20])[CH:16]=2)[NH:11][N:10]=1. (2) Given the reactants [CH3:1][C:2]1[C:3]([C:16]([C:18]2[CH:27]=[CH:26][C:21]([C:22]([O:24][CH3:25])=[O:23])=[CH:20][N:19]=2)=O)=[CH:4][C:5]2[C:6]([CH3:15])([CH3:14])[CH2:7][CH2:8][C:9]([CH3:13])([CH3:12])[C:10]=2[CH:11]=1.[CH3:28][Mg]Cl.C1COCC1.Cl.O.C1(C)C=CC(S(O)(=O)=O)=CC=1.C(=O)([O-])[O-].[Na+].[Na+], predict the reaction product. The product is: [CH3:28][C:1]1[C:2]([CH:3]=[CH:16][C:18]2[CH:27]=[CH:26][C:21]([C:22]([O:24][CH3:25])=[O:23])=[CH:20][N:19]=2)=[CH:11][C:10]2[C:9]([CH3:12])([CH3:13])[CH2:8][CH2:7][C:6]([CH3:15])([CH3:14])[C:5]=2[CH:4]=1. (3) Given the reactants [CH3:1][C:2]1[CH:3]=[C:4]([OH:17])[CH:5]=[CH:6][C:7]=1[CH2:8][CH2:9][CH2:10][CH2:11][N:12]1[CH:16]=[CH:15][N:14]=[N:13]1.[H-].[Na+].Cl[CH2:21][C:22]1[CH:27]=[CH:26][CH:25]=[C:24]([C:28]2[CH:33]=[CH:32][C:31]([Cl:34])=[CH:30][CH:29]=2)[N:23]=1.O, predict the reaction product. The product is: [Cl:34][C:31]1[CH:30]=[CH:29][C:28]([C:24]2[CH:25]=[CH:26][CH:27]=[C:22]([CH2:21][O:17][C:4]3[CH:5]=[CH:6][C:7]([CH2:8][CH2:9][CH2:10][CH2:11][N:12]4[CH:16]=[CH:15][N:14]=[N:13]4)=[C:2]([CH3:1])[CH:3]=3)[N:23]=2)=[CH:33][CH:32]=1.